This data is from Full USPTO retrosynthesis dataset with 1.9M reactions from patents (1976-2016). The task is: Predict the reactants needed to synthesize the given product. Given the product [CH3:19][O:5][C:4](=[O:6])[CH2:3][CH:2]([NH2:1])[C:7]1[CH:12]=[C:11]([F:13])[CH:10]=[C:9]([Br:14])[CH:8]=1, predict the reactants needed to synthesize it. The reactants are: [NH2:1][CH:2]([C:7]1[CH:12]=[C:11]([F:13])[CH:10]=[C:9]([Br:14])[CH:8]=1)[CH2:3][C:4]([OH:6])=[O:5].S(Cl)(Cl)=O.[CH3:19]O.